Task: Predict the reaction yield, written as a fraction of the theoretical maximum amount of product (1.0 means a 100% yield; for example, 0.34 means a 34% yield).. Dataset: Reaction yield outcomes from USPTO patents with 853,638 reactions (1) The reactants are C(OC([N:8]1[CH2:13][CH2:12][C@H:11]([C:14]2[N:15]([CH2:27][CH2:28][O:29]C3CCCCO3)[CH:16]=[C:17]([C:19]3[CH:24]=[CH:23][C:22]([F:25])=[C:21]([CH3:26])[CH:20]=3)[N:18]=2)[C@H:10]([F:36])[CH2:9]1)=O)(C)(C)C.FC(F)(F)C(O)=O. The catalyst is C(Cl)Cl. The product is [F:25][C:22]1[CH:23]=[CH:24][C:19]([C:17]2[N:18]=[C:14]([C@H:11]3[CH2:12][CH2:13][NH:8][CH2:9][C@H:10]3[F:36])[N:15]([CH2:27][CH2:28][OH:29])[CH:16]=2)=[CH:20][C:21]=1[CH3:26]. The yield is 0.409. (2) The reactants are [C-:1]#[N:2].C([Al+]CC)C.C(O)(C)C.[Cl:12][C:13]1[CH:18]=[CH:17][C:16]([C:19]([CH3:32])([CH3:31])[CH:20]=[N:21][S@@:22]([C:24]2[CH:29]=[CH:28][C:27]([CH3:30])=[CH:26][CH:25]=2)=[O:23])=[CH:15][CH:14]=1. The catalyst is C1(C)C=CC=CC=1.C1COCC1. The product is [Cl:12][C:13]1[CH:18]=[CH:17][C:16]([C:19]([CH3:32])([CH3:31])[CH:20]([NH:21][S:22]([C:24]2[CH:25]=[CH:26][C:27]([CH3:30])=[CH:28][CH:29]=2)=[O:23])[C:1]#[N:2])=[CH:15][CH:14]=1. The yield is 0.950. (3) The reactants are [CH3:1][C:2]1[CH:7]=[CH:6][C:5](OB(O)O)=[CH:4][CH:3]=1.C(=O)([O-])[O-].[Na+].[Na+].C(O)C.Br[C:22]1[CH:32]=[CH:31][C:25]2[CH2:26][C:27]([CH3:30])([CH3:29])[O:28][C:24]=2[CH:23]=1. The catalyst is C1C=CC([P]([Pd]([P](C2C=CC=CC=2)(C2C=CC=CC=2)C2C=CC=CC=2)([P](C2C=CC=CC=2)(C2C=CC=CC=2)C2C=CC=CC=2)[P](C2C=CC=CC=2)(C2C=CC=CC=2)C2C=CC=CC=2)(C2C=CC=CC=2)C2C=CC=CC=2)=CC=1.C(OCC)(=O)C.O.C(COC)OC. The product is [CH3:29][C:27]1([CH3:30])[CH2:26][C:25]2[CH:31]=[CH:32][C:22]([C:5]3[CH:6]=[CH:7][C:2]([CH3:1])=[CH:3][CH:4]=3)=[CH:23][C:24]=2[O:28]1. The yield is 0.560. (4) The reactants are [CH3:1][O:2][C:3](=[O:22])[CH:4]([C:11]1[CH:16]=[CH:15][C:14](F)=[C:13]([C:18]([F:21])([F:20])[F:19])[CH:12]=1)[CH2:5][CH:6]1[CH2:10][CH2:9][CH2:8][CH2:7]1.[CH3:23][S-:24].[Na+].Cl. The catalyst is CN(C)C=O. The product is [CH3:1][O:2][C:3](=[O:22])[CH:4]([C:11]1[CH:16]=[CH:15][C:14]([S:24][CH3:23])=[C:13]([C:18]([F:21])([F:20])[F:19])[CH:12]=1)[CH2:5][CH:6]1[CH2:10][CH2:9][CH2:8][CH2:7]1. The yield is 0.355. (5) The reactants are [Br:1][C:2]1[C:7]([O:8][CH3:9])=[CH:6][CH:5]=[CH:4][N:3]=1.[N+:10]([O-])([OH:12])=[O:11]. The catalyst is OS(O)(=O)=O. The product is [Br:1][C:2]1[C:7]([O:8][CH3:9])=[CH:6][CH:5]=[C:4]([N+:10]([O-:12])=[O:11])[N:3]=1. The yield is 0.550.